Dataset: Forward reaction prediction with 1.9M reactions from USPTO patents (1976-2016). Task: Predict the product of the given reaction. (1) Given the reactants Cl.CS(O[CH2:7][C@H:8]([NH2:36])[CH2:9][O:10][C:11]1[CH:12]=[N:13][CH:14]=[C:15]([C:17]2[CH:18]=[C:19]3[C:24](=[C:25]([NH2:27])[N:26]=2)[CH:23]=[N:22][C:21]2[CH:28]=[C:29]([O:34][CH3:35])[C:30]([O:32][CH3:33])=[CH:31][C:20]3=2)[CH:16]=1)(=O)=O.[NH:37]1[CH:41]=[CH:40][N:39]=[CH:38]1.C(=O)(O)[O-].[Na+], predict the reaction product. The product is: [NH2:36][C@@H:8]([CH2:7][N:37]1[CH:41]=[CH:40][N:39]=[CH:38]1)[CH2:9][O:10][C:11]1[CH:16]=[C:15]([C:17]2[CH:18]=[C:19]3[C:24](=[C:25]([NH2:27])[N:26]=2)[CH:23]=[N:22][C:21]2[CH:28]=[C:29]([O:34][CH3:35])[C:30]([O:32][CH3:33])=[CH:31][C:20]3=2)[CH:14]=[N:13][CH:12]=1. (2) Given the reactants [Cl:1][C:2]1[CH:3]=[C:4]([CH:6]=[CH:7][C:8]=1[Cl:9])[NH2:5].N1C=CC=CC=1.Cl[C:17]1[C:22]2[CH:23]=[C:24]([S:26](Cl)(=[O:28])=[O:27])[S:25][C:21]=2[CH:20]=[CH:19][N:18]=1.[NH:30]1[CH2:35][CH2:34][NH:33][CH2:32][CH2:31]1.C([O-])([O-])=O.[K+].[K+], predict the reaction product. The product is: [ClH:1].[Cl:1][C:2]1[CH:3]=[C:4]([NH:5][S:26]([C:24]2[S:25][C:21]3[CH:20]=[CH:19][N:18]=[C:17]([N:30]4[CH2:35][CH2:34][NH:33][CH2:32][CH2:31]4)[C:22]=3[CH:23]=2)(=[O:28])=[O:27])[CH:6]=[CH:7][C:8]=1[Cl:9]. (3) Given the reactants Cl[S:2]([C:5]1[CH:6]=[C:7]([CH:11]=[CH:12][C:13]=1[F:14])[C:8]([OH:10])=[O:9])(=O)=O.Cl.O.O.[Sn](Cl)Cl, predict the reaction product. The product is: [F:14][C:13]1[CH:12]=[CH:11][C:7]([C:8]([OH:10])=[O:9])=[CH:6][C:5]=1[SH:2]. (4) Given the reactants [F:1][C:2]1[CH:7]=[C:6]([F:8])[CH:5]=[CH:4][C:3]=1[C:9]1[O:13][N:12]=[CH:11][C:10]=1[C:14](OCC)=[O:15].[H-].C([Al+]CC(C)C)C(C)C.Cl, predict the reaction product. The product is: [F:1][C:2]1[CH:7]=[C:6]([F:8])[CH:5]=[CH:4][C:3]=1[C:9]1[O:13][N:12]=[CH:11][C:10]=1[CH2:14][OH:15]. (5) Given the reactants [NH2:1][C:2]1[N:7]=[C:6]([C:8]2[O:9][CH:10]=[CH:11][CH:12]=2)[C:5]([C:13]#[N:14])=[C:4](S(C)(=O)=O)[N:3]=1.[OH:19][CH2:20][CH2:21][N:22]1[CH2:27][CH2:26][CH2:25][CH2:24][CH2:23]1.C1CCN2C(=NCCC2)CC1, predict the reaction product. The product is: [NH2:1][C:2]1[N:7]=[C:6]([C:8]2[O:9][CH:10]=[CH:11][CH:12]=2)[C:5]([C:13]#[N:14])=[C:4]([O:19][CH2:20][CH2:21][N:22]2[CH2:27][CH2:26][CH2:25][CH2:24][CH2:23]2)[N:3]=1.